Dataset: Choline transporter screen with 302,306 compounds. Task: Binary Classification. Given a drug SMILES string, predict its activity (active/inactive) in a high-throughput screening assay against a specified biological target. (1) The compound is O(c1c(OC)cc(CN(CCc2cc(OC)c(OC)cc2)C)cc1)Cc1ccccc1. The result is 0 (inactive). (2) The compound is S1CCN=C1NC(=O)Cc1ccc(OC)cc1. The result is 0 (inactive). (3) The drug is S1CCOC(C(=O)Nc2ccc(C(=O)NCc3ccc(SC)cc3)cc2)=C1. The result is 0 (inactive). (4) The compound is Brc1cc2c(ncnc2OCC(=O)NCCOC)cc1. The result is 0 (inactive). (5) The compound is Brc1oc(C(=O)Nc2ccc(NC(=O)c3sccc3)cc2)cc1. The result is 0 (inactive). (6) The compound is S(c1nc2c(c(cc(c2)C)C)cc1C#N)CC(=O)Nc1cc2OCOc2cc1. The result is 0 (inactive).